The task is: Predict which catalyst facilitates the given reaction.. This data is from Catalyst prediction with 721,799 reactions and 888 catalyst types from USPTO. Reactant: S(Cl)([Cl:3])=O.O.Cl.[NH2:7][C@@H:8]([C:15]([OH:17])=[O:16])[CH2:9][C:10]1[N:14]=[CH:13][NH:12][CH:11]=1.[CH3:18]O. Product: [ClH:3].[CH3:18][O:16][C:15](=[O:17])[C@@H:8]([CH2:9][C:10]1[N:14]=[CH:13][NH:12][CH:11]=1)[NH2:7]. The catalyst class is: 28.